From a dataset of Full USPTO retrosynthesis dataset with 1.9M reactions from patents (1976-2016). Predict the reactants needed to synthesize the given product. Given the product [Cl:35][C:22]1[C:23]([OH:27])=[CH:24][CH:25]=[CH:26][C:21]=1[C@H:19]([O:18][C:11]1[CH:10]=[C:9]([N:6]2[C:5]3[CH:36]=[CH:37][C:2]([C:43]4[CH:42]=[CH:41][N:40]=[C:39]([CH3:38])[CH:44]=4)=[CH:3][C:4]=3[N:8]=[CH:7]2)[S:13][C:12]=1[C:14]([O:16][CH3:17])=[O:15])[CH3:20], predict the reactants needed to synthesize it. The reactants are: Br[C:2]1[CH:37]=[CH:36][C:5]2[N:6]([C:9]3[S:13][C:12]([C:14]([O:16][CH3:17])=[O:15])=[C:11]([O:18][C@@H:19]([C:21]4[CH:26]=[CH:25][CH:24]=[C:23]([O:27][Si](C(C)(C)C)(C)C)[C:22]=4[Cl:35])[CH3:20])[CH:10]=3)[CH:7]=[N:8][C:4]=2[CH:3]=1.[CH3:38][C:39]1[CH:44]=[C:43](B(O)O)[CH:42]=[CH:41][N:40]=1.